This data is from Catalyst prediction with 721,799 reactions and 888 catalyst types from USPTO. The task is: Predict which catalyst facilitates the given reaction. (1) Reactant: [Cl:1][C:2]1[CH:34]=[C:33]([N:35]2[CH2:39][CH2:38][CH2:37][CH2:36]2)[CH:32]=[CH:31][C:3]=1[C:4]([N:6]1[C:12]2[CH:13]=[CH:14][CH:15]=[CH:16][C:11]=2[CH2:10][N:9]([CH2:17][CH2:18][N:19]2C(=O)C3C(=CC=CC=3)C2=O)[C:8](=[O:30])[CH2:7]1)=[O:5].O.NN. Product: [NH2:19][CH2:18][CH2:17][N:9]1[CH2:10][C:11]2[CH:16]=[CH:15][CH:14]=[CH:13][C:12]=2[N:6]([C:4](=[O:5])[C:3]2[CH:31]=[CH:32][C:33]([N:35]3[CH2:36][CH2:37][CH2:38][CH2:39]3)=[CH:34][C:2]=2[Cl:1])[CH2:7][C:8]1=[O:30]. The catalyst class is: 5. (2) Reactant: [CH2:1]([O:8][C@@H:9]1[C@@H:21]([O:22][CH2:23][C:24]2[CH:29]=[CH:28][CH:27]=[CH:26][CH:25]=2)[C@H:20]([O:30][CH2:31][C:32]2[CH:37]=[CH:36][CH:35]=[CH:34][CH:33]=2)[C@@H:19]([CH2:38][O:39]C(=O)C(C)(C)C)[O:18][C@H:10]1[S:11][C:12]1[CH:17]=[CH:16][CH:15]=[CH:14][CH:13]=1)[C:2]1[CH:7]=[CH:6][CH:5]=[CH:4][CH:3]=1.O(C)[Na].OC. Product: [CH2:1]([O:8][C@@H:9]1[C@@H:21]([O:22][CH2:23][C:24]2[CH:29]=[CH:28][CH:27]=[CH:26][CH:25]=2)[C@H:20]([O:30][CH2:31][C:32]2[CH:37]=[CH:36][CH:35]=[CH:34][CH:33]=2)[C@@H:19]([CH2:38][OH:39])[O:18][C@H:10]1[S:11][C:12]1[CH:13]=[CH:14][CH:15]=[CH:16][CH:17]=1)[C:2]1[CH:7]=[CH:6][CH:5]=[CH:4][CH:3]=1. The catalyst class is: 2. (3) Reactant: [F:1][C:2]1[CH:3]=[C:4]2[C:11]([C:12](=[NH:14])[NH2:13])=[N:10][N:9]([CH2:15][C:16]3[CH:21]=[CH:20][C:19]([O:22][CH3:23])=[CH:18][CH:17]=3)[C:5]2=[N:6][C:7]=1[CH3:8].C([N:26](CC)CC)C.O.NN.[Cl-].[Na+]. Product: [F:1][C:2]1[CH:3]=[C:4]2[C:11]([C:12](=[NH:13])[NH:14][NH2:26])=[N:10][N:9]([CH2:15][C:16]3[CH:21]=[CH:20][C:19]([O:22][CH3:23])=[CH:18][CH:17]=3)[C:5]2=[N:6][C:7]=1[CH3:8]. The catalyst class is: 8.